The task is: Predict the reaction yield, written as a fraction of the theoretical maximum amount of product (1.0 means a 100% yield; for example, 0.34 means a 34% yield).. This data is from Reaction yield outcomes from USPTO patents with 853,638 reactions. (1) The reactants are [CH3:1][C:2]1[CH:3]=[CH:4][C:5]([N:8]2[CH2:13][CH2:12][CH:11]([NH:14]C(=O)OC(C)(C)C)[CH2:10][CH2:9]2)=[N:6][CH:7]=1.C1COCC1.CO.[ClH:29]. The catalyst is O1CCOCC1. The product is [ClH:29].[ClH:29].[CH3:1][C:2]1[CH:3]=[CH:4][C:5]([N:8]2[CH2:13][CH2:12][CH:11]([NH2:14])[CH2:10][CH2:9]2)=[N:6][CH:7]=1. The yield is 0.868. (2) The reactants are [CH2:1]([O:8][N:9]1[C:15](=[O:16])[N:14]2[CH2:17][C@H:10]1[CH2:11][CH2:12][C@H:13]2[C:18]([OH:20])=O)[C:2]1[CH:7]=[CH:6][CH:5]=[CH:4][CH:3]=1.[NH2:21][O:22][CH2:23][CH:24]1[O:29][CH2:28][CH2:27][N:26]([C:30]([O:32][C:33]([CH3:36])([CH3:35])[CH3:34])=[O:31])[CH2:25]1.ON1C2C=CC=CC=2N=N1.Cl.C(N=C=NCCCN(C)C)C. The catalyst is C(Cl)Cl. The product is [CH2:1]([O:8][N:9]1[C:15](=[O:16])[N:14]2[CH2:17][C@H:10]1[CH2:11][CH2:12][C@H:13]2[C:18]([NH:21][O:22][CH2:23][CH:24]1[O:29][CH2:28][CH2:27][N:26]([C:30]([O:32][C:33]([CH3:36])([CH3:35])[CH3:34])=[O:31])[CH2:25]1)=[O:20])[C:2]1[CH:3]=[CH:4][CH:5]=[CH:6][CH:7]=1. The yield is 0.790.